Dataset: Catalyst prediction with 721,799 reactions and 888 catalyst types from USPTO. Task: Predict which catalyst facilitates the given reaction. (1) Product: [Cl:27][C:21]1[CH:22]=[C:23]([Cl:26])[CH:24]=[CH:25][C:20]=1[C:15]1[C:14]2[C:19](=[C:11]([CH2:10][N:6]3[C:5]([CH2:3][OH:2])=[N:9][CH:8]=[N:7]3)[N:12]([CH3:28])[N:13]=2)[CH:18]=[CH:17][CH:16]=1. Reactant: C[O:2][C:3]([C:5]1[N:6]([CH2:10][C:11]2[N:12]([CH3:28])[N:13]=[C:14]3[C:19]=2[CH:18]=[CH:17][CH:16]=[C:15]3[C:20]2[CH:25]=[CH:24][C:23]([Cl:26])=[CH:22][C:21]=2[Cl:27])[N:7]=[CH:8][N:9]=1)=O.[Li+].[BH4-].O. The catalyst class is: 5. (2) Reactant: [C:1]([O:5][C:6]([N:8]1[CH2:13][CH2:12][CH2:11][C@H:10]([CH2:14][NH2:15])[CH2:9]1)=[O:7])([CH3:4])([CH3:3])[CH3:2].C(N(CC)CC)C.[C:23](Cl)(=[O:25])[CH3:24].O. Product: [C:1]([O:5][C:6]([N:8]1[CH2:13][CH2:12][CH2:11][C@H:10]([CH2:14][NH:15][C:23](=[O:25])[CH3:24])[CH2:9]1)=[O:7])([CH3:4])([CH3:3])[CH3:2]. The catalyst class is: 2. (3) Reactant: [I:1][C:2]1[CH:6]=[C:5]([CH:7]2[CH2:12][CH2:11][NH:10][CH2:9][CH2:8]2)[N:4]([CH:13]([CH3:15])[CH3:14])[N:3]=1.Br[CH2:17][CH2:18][O:19][CH3:20].C(=O)([O-])[O-].[Cs+].[Cs+].C(OCC)(=O)C. Product: [I:1][C:2]1[CH:6]=[C:5]([CH:7]2[CH2:12][CH2:11][N:10]([CH2:17][CH2:18][O:19][CH3:20])[CH2:9][CH2:8]2)[N:4]([CH:13]([CH3:15])[CH3:14])[N:3]=1. The catalyst class is: 9. (4) Reactant: [CH2:1]([NH:3][CH2:4][CH3:5])[CH3:2].[C:6]([B-:8]([C:13]#[N:14])([C:11]#[N:12])[C:9]#[N:10])#[N:7].[CH3:15][N:16]([C+:18]([N:20]([CH3:22])[CH3:21])Cl)[CH3:17]. Product: [C:6]([B-:8]([C:13]#[N:14])([C:11]#[N:12])[C:9]#[N:10])#[N:7].[CH3:15][N:16]([CH3:17])[C:18]([N:20]([CH3:22])[CH3:21])=[N+:3]([CH2:4][CH3:5])[CH2:1][CH3:2]. The catalyst class is: 6.